Dataset: Forward reaction prediction with 1.9M reactions from USPTO patents (1976-2016). Task: Predict the product of the given reaction. The product is: [Cl:12][C:5]1[C:6]([C:8]([F:9])([F:10])[F:11])=[CH:7][C:2]([NH:1][C:25](=[O:32])[C:26]2[CH:31]=[CH:30][N:29]=[CH:28][CH:27]=2)=[C:3]([OH:13])[CH:4]=1. Given the reactants [NH2:1][C:2]1[CH:7]=[C:6]([C:8]([F:11])([F:10])[F:9])[C:5]([Cl:12])=[CH:4][C:3]=1[OH:13].CCN=C=NCCCN(C)C.[C:25](O)(=[O:32])[C:26]1[CH:31]=[CH:30][N:29]=[CH:28][CH:27]=1.N1C=CC=CC=1, predict the reaction product.